This data is from Full USPTO retrosynthesis dataset with 1.9M reactions from patents (1976-2016). The task is: Predict the reactants needed to synthesize the given product. (1) Given the product [CH3:1][O:2][C:3]1[CH:8]=[C:7]([O:9][CH3:10])[CH:6]=[C:5]([O:11][C:12]2[CH:13]=[CH:14][C:15]([N+:18]([O-:20])=[O:19])=[CH:16][CH:17]=2)[C:4]=1[C:21]1[CH:26]=[C:25]([C:24]([O:28][CH2:29][CH3:30])=[O:27])[O:23][N:22]=1, predict the reactants needed to synthesize it. The reactants are: [CH3:1][O:2][C:3]1[CH:8]=[C:7]([O:9][CH3:10])[CH:6]=[C:5]([O:11][C:12]2[CH:17]=[CH:16][C:15]([N+:18]([O-:20])=[O:19])=[CH:14][CH:13]=2)[C:4]=1[CH:21]=[N:22][OH:23].[C:24]([O:28][CH2:29][CH3:30])(=[O:27])[C:25]#[CH:26].[O-]Cl.[Na+]. (2) The reactants are: [CH2:1]([O:3][C:4]([C:6]1[CH:7]=[N:8][N:9]2[C:14]([OH:15])=[C:13]([C:16]([OH:18])=O)[CH:12]=[N:11][C:10]=12)=[O:5])[CH3:2].Cl.[F:20][C:21]1([C:27]2[CH:32]=[CH:31][CH:30]=[CH:29][CH:28]=2)[CH2:26][CH2:25][NH:24][CH2:23][CH2:22]1. Given the product [CH2:1]([O:3][C:4]([C:6]1[CH:7]=[N:8][N:9]2[C:14]([OH:15])=[C:13]([C:16]([N:24]3[CH2:25][CH2:26][C:21]([F:20])([C:27]4[CH:28]=[CH:29][CH:30]=[CH:31][CH:32]=4)[CH2:22][CH2:23]3)=[O:18])[CH:12]=[N:11][C:10]=12)=[O:5])[CH3:2], predict the reactants needed to synthesize it. (3) Given the product [N:1]1[CH:6]=[CH:5][CH:4]=[C:3]([C:7]2[CH:8]=[C:9]3[C:15]([C:16]4[N:21]=[C:20]([N:22]5[CH2:27][CH2:26][CH2:25][C@@H:24]([OH:28])[CH2:23]5)[CH:19]=[CH:18][CH:17]=4)=[N:14][NH:13][C:10]3=[CH:11][N:12]=2)[CH:2]=1, predict the reactants needed to synthesize it. The reactants are: [N:1]1[CH:6]=[CH:5][CH:4]=[C:3]([C:7]2[CH:8]=[C:9]3[C:15]([C:16]4[N:21]=[C:20]([N:22]5[CH2:27][CH2:26][CH2:25][C@@H:24]([OH:28])[CH2:23]5)[CH:19]=[CH:18][CH:17]=4)=[N:14][N:13](COCC[Si](C)(C)C)[C:10]3=[CH:11][N:12]=2)[CH:2]=1.Cl. (4) Given the product [Cl:1][C:2]1[CH:3]=[CH:4][C:5]2=[C:26]3[C:27](=[C:32]([NH2:33])[N:8]=[C:6]2[CH:7]=1)[N:28]=[CH:29][CH:30]=[CH:31]3, predict the reactants needed to synthesize it. The reactants are: [Cl:1][C:2]1[CH:3]=[CH:4][C:5](B2OC(C)(C)C(C)(C)O2)=[C:6]([NH:8]C(=O)OC(C)(C)C)[CH:7]=1.Br[C:26]1[C:27]([C:32]#[N:33])=[N:28][CH:29]=[CH:30][CH:31]=1.C(=O)([O-])[O-].[K+].[K+].C(OCC)(=O)C. (5) Given the product [NH2:14][C:10]1[CH:11]=[C:4]([O:3][CH2:1][CH3:2])[CH:5]=[C:6]([F:13])[C:7]=1[C:8]#[N:9], predict the reactants needed to synthesize it. The reactants are: [CH2:1]([O:3][C:4]1[CH:11]=[C:10](F)[C:7]([C:8]#[N:9])=[C:6]([F:13])[CH:5]=1)[CH3:2].[NH3:14].